This data is from Full USPTO retrosynthesis dataset with 1.9M reactions from patents (1976-2016). The task is: Predict the reactants needed to synthesize the given product. (1) Given the product [F:8][C:9]1[CH:10]=[C:11]([CH:12]=[CH:15][CH:16]=1)[CH:1]=[CH:2][C:3]([OH:5])=[O:4], predict the reactants needed to synthesize it. The reactants are: [C:1](O)(=O)[CH2:2][C:3]([OH:5])=[O:4].[F:8][C:9]1[CH:16]=[CH:15][C:12](C=O)=[CH:11][CH:10]=1. (2) Given the product [F:52][C:28]1[C:29]([C:31]2[CH:36]=[CH:35][CH:34]=[C:33]([CH2:37][N:38]3[CH2:43][CH2:42][NH:41][C@@H:40]([CH3:51])[CH2:39]3)[CH:32]=2)=[CH:30][C:25]([CH2:24][N:23]([CH2:64][CH2:63][CH2:62][O:61][C:55]2[CH:60]=[CH:59][CH:58]=[CH:57][CH:56]=2)[C:21](=[O:22])[C:17]2[CH:18]=[CH:19][CH:20]=[C:15]([CH2:14][CH:11]3[CH2:10][CH2:9][NH:8][CH2:13][CH2:12]3)[CH:16]=2)=[CH:26][CH:27]=1, predict the reactants needed to synthesize it. The reactants are: CC(OC([N:8]1[CH2:13][CH2:12][CH:11]([CH2:14][C:15]2[CH:16]=[C:17]([C:21]([NH:23][CH2:24][C:25]3[CH:26]=[CH:27][C:28]([F:52])=[C:29]([C:31]4[CH:36]=[CH:35][CH:34]=[C:33]([CH2:37][N:38]5[CH2:43][CH2:42][N:41](C(OC(C)(C)C)=O)[C@@H:40]([CH3:51])[CH2:39]5)[CH:32]=4)[CH:30]=3)=[O:22])[CH:18]=[CH:19][CH:20]=2)[CH2:10][CH2:9]1)=O)(C)C.[H-].[Na+].[C:55]1([O:61][CH2:62][CH2:63][CH2:64]Br)[CH:60]=[CH:59][CH:58]=[CH:57][CH:56]=1. (3) Given the product [C:1]1([OH:11])[C:10]2[C:5](=[CH:6][CH:7]=[CH:8][CH:9]=2)[CH:4]=[CH:3][CH:2]=1.[CH2:12]=[O:13], predict the reactants needed to synthesize it. The reactants are: [C:1]1([OH:11])[C:10]2[C:5](=[CH:6][CH:7]=[CH:8][CH:9]=2)[CH:4]=[CH:3][CH:2]=1.[CH2:12]=[O:13].C1(C)C=CC(S(O)(=O)=O)=CC=1. (4) Given the product [Br:1][C:2]1[CH:3]=[C:4]([S:8]([NH:12][C:13]2[CH:18]=[CH:17][CH:16]=[CH:15][C:14]=2[S:19]([NH2:22])(=[O:20])=[O:21])(=[O:10])=[O:9])[CH:5]=[CH:6][CH:7]=1, predict the reactants needed to synthesize it. The reactants are: [Br:1][C:2]1[CH:3]=[C:4]([S:8](Cl)(=[O:10])=[O:9])[CH:5]=[CH:6][CH:7]=1.[NH2:12][C:13]1[CH:18]=[CH:17][CH:16]=[CH:15][C:14]=1[S:19]([NH2:22])(=[O:21])=[O:20]. (5) The reactants are: [C:1]([C:5]1[CH:6]=[C:7]([CH:15]=[C:16]([C:18]2[N:19]([CH2:28][CH:29]3[CH2:34][CH2:33][CH2:32][CH2:31][CH2:30]3)[C:20]([CH3:27])=[C:21]([S:23](=[O:26])(=[O:25])[NH2:24])[CH:22]=2)[CH:17]=1)[C:8]([O:10]C(C)(C)C)=[O:9])([CH3:4])([CH3:3])[CH3:2].C(O)(C(F)(F)F)=O. Given the product [C:1]([C:5]1[CH:6]=[C:7]([CH:15]=[C:16]([C:18]2[N:19]([CH2:28][CH:29]3[CH2:30][CH2:31][CH2:32][CH2:33][CH2:34]3)[C:20]([CH3:27])=[C:21]([S:23](=[O:26])(=[O:25])[NH2:24])[CH:22]=2)[CH:17]=1)[C:8]([OH:10])=[O:9])([CH3:4])([CH3:2])[CH3:3], predict the reactants needed to synthesize it.